Dataset: Full USPTO retrosynthesis dataset with 1.9M reactions from patents (1976-2016). Task: Predict the reactants needed to synthesize the given product. (1) Given the product [CH3:1][O:2][C:3]1[CH:4]=[C:5]([CH:9]=[C:10]([C:12]2[CH:21]=[CH:20][C:19]3[C:14](=[CH:15][CH:16]=[C:17]([O:22][CH3:23])[CH:18]=3)[CH:13]=2)[CH:11]=1)[C:6]([NH:24][C:25]1[CH:30]=[CH:29][CH:28]=[CH:27][CH:26]=1)=[O:7], predict the reactants needed to synthesize it. The reactants are: [CH3:1][O:2][C:3]1[CH:4]=[C:5]([CH:9]=[C:10]([C:12]2[CH:21]=[CH:20][C:19]3[C:14](=[CH:15][CH:16]=[C:17]([O:22][CH3:23])[CH:18]=3)[CH:13]=2)[CH:11]=1)[C:6](O)=[O:7].[NH2:24][C:25]1[CH:30]=[CH:29][CH:28]=[CH:27][CH:26]=1. (2) Given the product [F:12][C:13]1[CH:28]=[CH:27][C:16]([C:17]2[O:26][C:21]3[CH:22]=[CH:23][CH:24]=[CH:25][C:20]=3[N:19]=2)=[CH:15][CH:14]=1, predict the reactants needed to synthesize it. The reactants are: C1(C)C=CC(S(O)(=O)=O)=CC=1.[F:12][C:13]1[CH:28]=[CH:27][C:16]([C:17]([NH:19][C:20]2[CH:25]=[CH:24][CH:23]=[CH:22][C:21]=2[OH:26])=O)=[CH:15][CH:14]=1. (3) The reactants are: Cl.[N:2]12[CH2:9][CH2:8][CH:5]([CH2:6][CH2:7]1)[CH:4]([CH2:10][C:11]([OH:13])=O)[CH2:3]2.CN(C(ON1N=NC2C=CC=NC1=2)=[N+](C)C)C.F[P-](F)(F)(F)(F)F.[Br:38][C:39]1[CH:44]=[CH:43][C:42]([C:45]([NH2:48])([CH3:47])[CH3:46])=[CH:41][CH:40]=1.C(N(CC)CC)C. Given the product [Br:38][C:39]1[CH:40]=[CH:41][C:42]([C:45]([NH:48][C:11](=[O:13])[CH2:10][CH:4]2[CH:5]3[CH2:6][CH2:7][N:2]([CH2:9][CH2:8]3)[CH2:3]2)([CH3:46])[CH3:47])=[CH:43][CH:44]=1, predict the reactants needed to synthesize it. (4) Given the product [C:1]([O:5][C:6]([N:8]1[CH2:13][CH2:12][N:11]([C:14]2[N:19]=[C:18]([C:20]3[CH:25]=[CH:24][N:23]=[C:22]([NH:26][CH:27]4[CH2:32][CH2:31][CH2:30][CH2:29][CH2:28]4)[CH:21]=3)[CH:17]=[C:16]([CH2:33][Br:55])[CH:15]=2)[CH2:10][CH2:9]1)=[O:7])([CH3:4])([CH3:3])[CH3:2], predict the reactants needed to synthesize it. The reactants are: [C:1]([O:5][C:6]([N:8]1[CH2:13][CH2:12][N:11]([C:14]2[N:19]=[C:18]([C:20]3[CH:25]=[CH:24][N:23]=[C:22]([NH:26][CH:27]4[CH2:32][CH2:31][CH2:30][CH2:29][CH2:28]4)[CH:21]=3)[CH:17]=[C:16]([CH2:33]O)[CH:15]=2)[CH2:10][CH2:9]1)=[O:7])([CH3:4])([CH3:3])[CH3:2].C1C=CC(P(C2C=CC=CC=2)C2C=CC=CC=2)=CC=1.C(Br)(Br)(Br)[Br:55].